From a dataset of Full USPTO retrosynthesis dataset with 1.9M reactions from patents (1976-2016). Predict the reactants needed to synthesize the given product. (1) The reactants are: Cl.CO.CO.[Cl:6][C:7]1[CH:12]=[CH:11][N:10]=[C:9]([I:13])[C:8]=1[O:14]COC.C(N(CC)CC)C. Given the product [Cl:6][C:7]1[CH:12]=[CH:11][N:10]=[C:9]([I:13])[C:8]=1[OH:14], predict the reactants needed to synthesize it. (2) The reactants are: [F:1][C:2]([F:22])([F:21])[C:3]1[CH:8]=[CH:7][C:6]([C:9]2[N:14]=[C:13]([CH:15]([OH:20])[CH2:16][CH2:17][CH2:18][CH3:19])[CH:12]=[CH:11][CH:10]=2)=[CH:5][CH:4]=1.O[C:24]1[CH:36]=[CH:35][C:27]([O:28][CH2:29][C:30]([O:32][CH2:33][CH3:34])=[O:31])=[CH:26][CH:25]=1.P(CCCC)(CCCC)CCCC. Given the product [F:22][C:2]([F:21])([F:1])[C:3]1[CH:4]=[CH:5][C:6]([C:9]2[N:14]=[C:13]([CH:15]([O:20][C:26]3[CH:25]=[CH:24][CH:36]=[CH:35][C:27]=3[O:28][CH2:29][C:30]([O:32][CH2:33][CH3:34])=[O:31])[CH2:16][CH2:17][CH2:18][CH3:19])[CH:12]=[CH:11][CH:10]=2)=[CH:7][CH:8]=1, predict the reactants needed to synthesize it. (3) Given the product [Cl:14][C:9]1[CH:8]=[C:7]([CH:6]2[CH2:5][CH2:4][CH2:3][CH2:2][N:34]3[C:17]([C:20]4[CH:25]=[CH:24][C:23]([C:26]5[O:30][C:29]([CH3:31])=[N:28][CH:27]=5)=[C:22]([O:32][CH3:33])[CH:21]=4)=[N:18][N:19]=[C:15]23)[CH:12]=[CH:11][C:10]=1[Cl:13], predict the reactants needed to synthesize it. The reactants are: Cl[CH2:2][CH2:3][CH2:4][CH2:5][CH:6]([C:15]1O[C:17]([C:20]2[CH:25]=[CH:24][C:23]([C:26]3[O:30][C:29]([CH3:31])=[N:28][CH:27]=3)=[C:22]([O:32][CH3:33])[CH:21]=2)=[N:18][N:19]=1)[C:7]1[CH:12]=[CH:11][C:10]([Cl:13])=[C:9]([Cl:14])[CH:8]=1.[N-:34]=[N+]=[N-].[Na+].C1(P(C2C=CC=CC=2)C2C=CC=CC=2)C=CC=CC=1.